From a dataset of Reaction yield outcomes from USPTO patents with 853,638 reactions. Predict the reaction yield, written as a fraction of the theoretical maximum amount of product (1.0 means a 100% yield; for example, 0.34 means a 34% yield). (1) The reactants are [CH3:1][C:2]([CH3:29])([CH3:28])[C:3]([O:5][C:6]1[CH:15]=[C:14]2[C:9]([C:10]([CH2:17][C:18](=[O:27])[NH:19][CH2:20][CH2:21][CH2:22][CH2:23][CH2:24][CH2:25][OH:26])=[CH:11][C:12](=[O:16])[O:13]2)=[CH:8][CH:7]=1)=[O:4].C(N(CC)CC)C.[CH:37]([N:40]([CH:48]([CH3:50])[CH3:49])[P:41](Cl)[O:42][CH2:43][CH2:44][C:45]#[N:46])([CH3:39])[CH3:38].CO. The catalyst is C(Cl)Cl. The yield is 0.650. The product is [CH3:1][C:2]([CH3:29])([CH3:28])[C:3]([O:5][C:6]1[CH:15]=[C:14]2[C:9]([C:10]([CH2:17][C:18](=[O:27])[NH:19][CH2:20][CH2:21][CH2:22][CH2:23][CH2:24][CH2:25][O:26][P:41]([N:40]([CH:48]([CH3:50])[CH3:49])[CH:37]([CH3:38])[CH3:39])[O:42][CH2:43][CH2:44][C:45]#[N:46])=[CH:11][C:12](=[O:16])[O:13]2)=[CH:8][CH:7]=1)=[O:4]. (2) The product is [NH:1]1[CH:5]=[C:4]([CH2:6][N:7]2[CH:11]=[C:10]([C:12]([OH:14])=[O:13])[CH:9]=[N:8]2)[N:3]=[N:2]1. The catalyst is O1CCCC1.O.Cl. The reactants are [NH:1]1[CH:5]=[C:4]([CH2:6][N:7]2[CH:11]=[C:10]([C:12]([O:14]CC)=[O:13])[CH:9]=[N:8]2)[N:3]=[N:2]1.[OH-].[Li+]. The yield is 1.05. (3) The reactants are [CH3:1][O:2][C:3](=[O:15])[C:4]1[CH:9]=[CH:8][CH:7]=[C:6]([O:10][CH2:11][CH2:12][CH2:13]I)[CH:5]=1.C([O-])([O-])=O.[Na+].[Na+].[NH:22]1[CH2:27][CH2:26][CH2:25][CH2:24][CH2:23]1.[Al]. The catalyst is C(O)C.C(Cl)Cl. The product is [CH3:1][O:2][C:3](=[O:15])[C:4]1[CH:9]=[CH:8][CH:7]=[C:6]([O:10][CH2:11][CH2:12][CH2:13][N:22]2[CH2:27][CH2:26][CH2:25][CH2:24][CH2:23]2)[CH:5]=1. The yield is 0.870. (4) The yield is 0.810. The reactants are [Br:1][C:2]1[CH:6]=[N:5][N:4]([CH3:7])[C:3]=1[C:8]1[CH:9]=[C:10]([NH2:16])[CH:11]=[CH:12][C:13]=1[O:14][CH3:15].[Cl:17][C:18]1[CH:23]=[CH:22][C:21]([N:24]=[C:25]=[O:26])=[CH:20][C:19]=1[C:27]([F:30])([F:29])[F:28]. The catalyst is C(Cl)Cl. The product is [Br:1][C:2]1[CH:6]=[N:5][N:4]([CH3:7])[C:3]=1[C:8]1[CH:9]=[C:10]([NH:16][C:25]([NH:24][C:21]2[CH:22]=[CH:23][C:18]([Cl:17])=[C:19]([C:27]([F:29])([F:28])[F:30])[CH:20]=2)=[O:26])[CH:11]=[CH:12][C:13]=1[O:14][CH3:15]. (5) The reactants are [CH2:1]([O:8][C@@H:9]1[C@@H:21]([O:22][CH2:23][C:24]2[CH:29]=[CH:28][CH:27]=[CH:26][CH:25]=2)[C@@H:20]([CH2:30][O:31]C(C2C=CC=CC=2)(C2C=CC=CC=2)C2C=CC=CC=2)[O:19][C@H:10]1[S:11][C:12]1[CH:17]=[CH:16][C:15]([CH3:18])=[CH:14][CH:13]=1)[C:2]1[CH:7]=[CH:6][CH:5]=[CH:4][CH:3]=1.CC1C=CC(S(O)(=O)=O)=CC=1. The catalyst is CCN(CC)CC. The product is [CH2:1]([O:8][C@@H:9]1[C@@H:21]([O:22][CH2:23][C:24]2[CH:25]=[CH:26][CH:27]=[CH:28][CH:29]=2)[C@@H:20]([CH2:30][OH:31])[O:19][C@H:10]1[S:11][C:12]1[CH:17]=[CH:16][C:15]([CH3:18])=[CH:14][CH:13]=1)[C:2]1[CH:7]=[CH:6][CH:5]=[CH:4][CH:3]=1. The yield is 0.830.